This data is from Forward reaction prediction with 1.9M reactions from USPTO patents (1976-2016). The task is: Predict the product of the given reaction. (1) Given the reactants [CH3:1][O:2][C:3](=[O:13])[C:4]1[CH:9]=[CH:8][C:7]([NH:10][CH3:11])=[C:6]([NH2:12])[CH:5]=1.[NH2:14][C:15]1[S:16][C:17]2[CH:23]=[C:22]([C:24]([F:27])([F:26])[F:25])[CH:21]=[CH:20][C:18]=2[N:19]=1.[C:28](N1C=CN=C1)(N1C=CN=C1)=S, predict the reaction product. The product is: [CH3:1][O:2][C:3]([C:4]1[CH:9]=[CH:8][C:7]2[N:10]([CH3:28])[C:11]([NH:14][C:15]3[S:16][C:17]4[CH:23]=[C:22]([C:24]([F:27])([F:25])[F:26])[CH:21]=[CH:20][C:18]=4[N:19]=3)=[N:12][C:6]=2[CH:5]=1)=[O:13]. (2) Given the reactants [CH:1]([NH:4][C:5]1[N:10]=[C:9]([NH:11][C:12]2[CH:17]=[CH:16][N:15]=[C:14]([C:18]([F:21])([F:20])[F:19])[CH:13]=2)[N:8]=[C:7]([CH:22]2[CH2:27][CH2:26][CH2:25][C:24](=[O:28])[CH2:23]2)[N:6]=1)([CH3:3])[CH3:2].[BH4-].[Na+], predict the reaction product. The product is: [CH:1]([NH:4][C:5]1[N:10]=[C:9]([NH:11][C:12]2[CH:17]=[CH:16][N:15]=[C:14]([C:18]([F:19])([F:21])[F:20])[CH:13]=2)[N:8]=[C:7]([CH:22]2[CH2:27][CH2:26][CH2:25][CH:24]([OH:28])[CH2:23]2)[N:6]=1)([CH3:3])[CH3:2].